Regression. Given two drug SMILES strings and cell line genomic features, predict the synergy score measuring deviation from expected non-interaction effect. From a dataset of NCI-60 drug combinations with 297,098 pairs across 59 cell lines. Drug 1: CC1=C2C(C(=O)C3(C(CC4C(C3C(C(C2(C)C)(CC1OC(=O)C(C(C5=CC=CC=C5)NC(=O)C6=CC=CC=C6)O)O)OC(=O)C7=CC=CC=C7)(CO4)OC(=O)C)O)C)OC(=O)C. Drug 2: C1=NC2=C(N1)C(=S)N=CN2. Cell line: NCI-H226. Synergy scores: CSS=51.5, Synergy_ZIP=-6.64, Synergy_Bliss=-5.74, Synergy_Loewe=-7.18, Synergy_HSA=0.00647.